The task is: Regression. Given two drug SMILES strings and cell line genomic features, predict the synergy score measuring deviation from expected non-interaction effect.. This data is from Merck oncology drug combination screen with 23,052 pairs across 39 cell lines. (1) Drug 1: COc1cc(C2c3cc4c(cc3C(OC3OC5COC(C)OC5C(O)C3O)C3COC(=O)C23)OCO4)cc(OC)c1O. Drug 2: C=CCn1c(=O)c2cnc(Nc3ccc(N4CCN(C)CC4)cc3)nc2n1-c1cccc(C(C)(C)O)n1. Cell line: NCIH2122. Synergy scores: synergy=7.34. (2) Drug 1: COc1cc(C2c3cc4c(cc3C(OC3OC5COC(C)OC5C(O)C3O)C3COC(=O)C23)OCO4)cc(OC)c1O. Drug 2: CCN(CC)CCNC(=O)c1c(C)[nH]c(C=C2C(=O)Nc3ccc(F)cc32)c1C. Cell line: NCIH2122. Synergy scores: synergy=2.43. (3) Drug 1: CN1C(=O)C=CC2(C)C3CCC4(C)C(NC(=O)OCC(F)(F)F)CCC4C3CCC12. Drug 2: COc1cc(C2c3cc4c(cc3C(OC3OC5COC(C)OC5C(O)C3O)C3COC(=O)C23)OCO4)cc(OC)c1O. Cell line: HT144. Synergy scores: synergy=-1.84. (4) Drug 1: O=C(O)C1(Cc2cccc(Nc3nccs3)n2)CCC(Oc2cccc(Cl)c2F)CC1. Drug 2: COC1CC2CCC(C)C(O)(O2)C(=O)C(=O)N2CCCCC2C(=O)OC(C(C)CC2CCC(OP(C)(C)=O)C(OC)C2)CC(=O)C(C)C=C(C)C(O)C(OC)C(=O)C(C)CC(C)C=CC=CC=C1C. Cell line: SW620. Synergy scores: synergy=13.7. (5) Drug 1: COc1cc(C2c3cc4c(cc3C(OC3OC5COC(C)OC5C(O)C3O)C3COC(=O)C23)OCO4)cc(OC)c1O. Drug 2: CC(C)CC(NC(=O)C(Cc1ccccc1)NC(=O)c1cnccn1)B(O)O. Cell line: SKMES1. Synergy scores: synergy=-21.8. (6) Drug 1: CCC1=CC2CN(C1)Cc1c([nH]c3ccccc13)C(C(=O)OC)(c1cc3c(cc1OC)N(C)C1C(O)(C(=O)OC)C(OC(C)=O)C4(CC)C=CCN5CCC31C54)C2. Drug 2: NC(=O)c1cccc2cn(-c3ccc(C4CCCNC4)cc3)nc12. Cell line: SKMES1. Synergy scores: synergy=1.99. (7) Drug 1: COC12C(COC(N)=O)C3=C(C(=O)C(C)=C(N)C3=O)N1CC1NC12. Drug 2: CNC(=O)c1cc(Oc2ccc(NC(=O)Nc3ccc(Cl)c(C(F)(F)F)c3)cc2)ccn1. Cell line: ES2. Synergy scores: synergy=-23.4. (8) Synergy scores: synergy=-12.1. Drug 2: CC(C)CC(NC(=O)C(Cc1ccccc1)NC(=O)c1cnccn1)B(O)O. Drug 1: NC(=O)c1cccc2cn(-c3ccc(C4CCCNC4)cc3)nc12. Cell line: RPMI7951.